Dataset: Reaction yield outcomes from USPTO patents with 853,638 reactions. Task: Predict the reaction yield, written as a fraction of the theoretical maximum amount of product (1.0 means a 100% yield; for example, 0.34 means a 34% yield). (1) The reactants are [C:1]([O:5][C:6](=[O:31])[NH:7][C@H:8]1[CH2:13][CH2:12][C@@H:11]([NH:14][C:15]([C:17]2[C:18]([NH:24][CH2:25][CH2:26][CH2:27][N:28]([CH3:30])[CH3:29])=[N:19][CH:20]=[C:21]([F:23])[CH:22]=2)=[O:16])[CH2:10][CH2:9]1)([CH3:4])([CH3:3])[CH3:2].[C:32](N1C=CN=C1)(N1C=CN=C1)=[O:33].[H-].[Na+]. The catalyst is CN(C)C=O. The product is [C:1]([O:5][C:6](=[O:31])[NH:7][C@H:8]1[CH2:9][CH2:10][C@@H:11]([N:14]2[C:15](=[O:16])[C:17]3[CH:22]=[C:21]([F:23])[CH:20]=[N:19][C:18]=3[N:24]([CH2:25][CH2:26][CH2:27][N:28]([CH3:30])[CH3:29])[C:32]2=[O:33])[CH2:12][CH2:13]1)([CH3:4])([CH3:3])[CH3:2]. The yield is 0.640. (2) The catalyst is CS(C)=O. The product is [Cl:1][C:2]1[C:3]([C:9]2[C:10]([C:23]([F:26])([F:25])[F:24])=[N:11][CH:12]=[C:13]([NH:15][CH2:16][CH:17]3[CH2:22][CH2:21][O:20][CH2:19][CH2:18]3)[N:14]=2)=[CH:4][C:5]([NH:33][C@H:30]2[CH2:31][CH2:32][C@H:27]([NH2:34])[CH2:28][CH2:29]2)=[N:6][CH:7]=1. The reactants are [Cl:1][C:2]1[C:3]([C:9]2[N:14]=[C:13]([NH:15][CH2:16][CH:17]3[CH2:22][CH2:21][O:20][CH2:19][CH2:18]3)[CH:12]=[N:11][C:10]=2[C:23]([F:26])([F:25])[F:24])=[CH:4][C:5](F)=[N:6][CH:7]=1.[C@H:27]1([NH2:34])[CH2:32][CH2:31][C@H:30]([NH2:33])[CH2:29][CH2:28]1. The yield is 0.320. (3) The reactants are [NH2:1][C@H:2]([CH3:28])[CH2:3][N:4]1[C:8]2=[N:9][CH:10]=[N:11][C:12]([NH2:13])=[C:7]2[C:6]([C:14]2[CH:19]=[CH:18][C:17]([O:20][C:21]3[CH:26]=[CH:25][CH:24]=[CH:23][CH:22]=3)=[CH:16][C:15]=2[F:27])=[N:5]1.[C:29]([CH2:31][C:32](O)=[O:33])#[N:30].CN(C(ON1N=NC2C=CC=NC1=2)=[N+](C)C)C.F[P-](F)(F)(F)(F)F. The catalyst is CN(C=O)C. The product is [NH2:13][C:12]1[N:11]=[CH:10][N:9]=[C:8]2[N:4]([CH2:3][C@H:2]([NH:1][C:32](=[O:33])[CH2:31][C:29]#[N:30])[CH3:28])[N:5]=[C:6]([C:14]3[CH:19]=[CH:18][C:17]([O:20][C:21]4[CH:22]=[CH:23][CH:24]=[CH:25][CH:26]=4)=[CH:16][C:15]=3[F:27])[C:7]=12. The yield is 0.980. (4) The reactants are [NH2:1][C:2]1[S:3][C:4]2[C:10]([N:11]3[CH2:16][CH2:15][O:14][CH2:13][CH2:12]3)=[CH:9][CH:8]=[C:7]([O:17][CH3:18])[C:5]=2[N:6]=1.[C:19](Cl)(Cl)=[O:20].[NH:23]1[CH2:28][CH2:27][S:26][CH2:25][CH2:24]1. No catalyst specified. The product is [CH3:18][O:17][C:7]1[C:5]2[N:6]=[C:2]([NH:1][C:19]([N:23]3[CH2:28][CH2:27][S:26][CH2:25][CH2:24]3)=[O:20])[S:3][C:4]=2[C:10]([N:11]2[CH2:16][CH2:15][O:14][CH2:13][CH2:12]2)=[CH:9][CH:8]=1. The yield is 0.730. (5) The reactants are CC1(C)C(C)(C)OB([C:9]2[CH:18]=[C:17]3[C:12]([CH:13]=[C:14]([NH2:19])[N:15]=[CH:16]3)=[CH:11][CH:10]=2)O1.Br[C:22]1[C:23]([CH3:34])=[CH:24][C:25]([CH:28]([OH:33])[C:29]([F:32])([F:31])[F:30])=[N:26][CH:27]=1.C(=O)([O-])[O-].[Na+].[Na+]. The catalyst is C(#N)C.C(OCC)(=O)C.CC(P(C(C)(C)C)C1C=CC(N(C)C)=CC=1)(C)C.CC(P(C(C)(C)C)C1C=CC(N(C)C)=CC=1)(C)C.Cl[Pd]Cl. The product is [NH2:19][C:14]1[N:15]=[CH:16][C:17]2[C:12]([CH:13]=1)=[CH:11][CH:10]=[C:9]([C:22]1[C:23]([CH3:34])=[CH:24][C:25]([CH:28]([OH:33])[C:29]([F:31])([F:30])[F:32])=[N:26][CH:27]=1)[CH:18]=2. The yield is 0.770. (6) The reactants are O1CCOCC1.Cl.[Cl:8][C:9]1[CH:10]=[CH:11][C:12]([O:48][CH:49]([F:51])[F:50])=[C:13]([C:15]2[C:19]([NH:20][C:21]([C:23]3[CH:24]=[N:25][N:26]4[CH:31]=[CH:30][CH:29]=[N:28][C:27]=34)=[O:22])=[CH:18][N:17]([CH2:32][CH2:33][N:34]3[CH2:39][CH2:38][CH:37]([NH:40]C(=O)OC(C)(C)C)[CH2:36][CH2:35]3)[N:16]=2)[CH:14]=1. No catalyst specified. The product is [NH2:40][CH:37]1[CH2:38][CH2:39][N:34]([CH2:33][CH2:32][N:17]2[CH:18]=[C:19]([NH:20][C:21]([C:23]3[CH:24]=[N:25][N:26]4[CH:31]=[CH:30][CH:29]=[N:28][C:27]=34)=[O:22])[C:15]([C:13]3[CH:14]=[C:9]([Cl:8])[CH:10]=[CH:11][C:12]=3[O:48][CH:49]([F:51])[F:50])=[N:16]2)[CH2:35][CH2:36]1. The yield is 0.980.